This data is from Forward reaction prediction with 1.9M reactions from USPTO patents (1976-2016). The task is: Predict the product of the given reaction. (1) Given the reactants [Cl:1][C:2]1[CH:3]=[C:4]([C:9]2[C:14]([C:15]([OH:17])=O)=[C:13]([CH2:18][CH3:19])[N:12]=[C:11]([S:20][CH3:21])[N:10]=2)[CH:5]=[C:6]([Cl:8])[CH:7]=1.[C:22]1([CH2:28][CH2:29][CH2:30][NH2:31])[CH:27]=[CH:26][CH:25]=[CH:24][CH:23]=1.Cl.C(N=C=NCCCN(C)C)C, predict the reaction product. The product is: [Cl:8][C:6]1[CH:5]=[C:4]([C:9]2[C:14]([C:15]([NH:31][CH2:30][CH2:29][CH2:28][C:22]3[CH:27]=[CH:26][CH:25]=[CH:24][CH:23]=3)=[O:17])=[C:13]([CH2:18][CH3:19])[N:12]=[C:11]([S:20][CH3:21])[N:10]=2)[CH:3]=[C:2]([Cl:1])[CH:7]=1. (2) Given the reactants [OH:1][CH2:2][CH2:3][N:4]1[CH2:9][CH2:8][N:7]([C:10]2[N:11]([C:21]3[CH:26]=[CH:25][CH:24]=[CH:23][CH:22]=3)[C:12]3[C:17]([C:18]=2[CH:19]=[O:20])=[CH:16][CH:15]=[CH:14][CH:13]=3)[CH2:6][CH2:5]1.[ClH:27], predict the reaction product. The product is: [ClH:27].[OH:1][CH2:2][CH2:3][N:4]1[CH2:5][CH2:6][N:7]([C:10]2[N:11]([C:21]3[CH:26]=[CH:25][CH:24]=[CH:23][CH:22]=3)[C:12]3[C:17]([C:18]=2[CH:19]=[O:20])=[CH:16][CH:15]=[CH:14][CH:13]=3)[CH2:8][CH2:9]1. (3) The product is: [Cl:17][C:18]1[CH:23]=[CH:22][C:21]([O:24][CH2:8][CH2:9][O:10][CH:11]2[CH2:16][CH2:15][CH2:14][CH2:13][O:12]2)=[CH:20][N:19]=1. Given the reactants C(=O)([O-])[O-].[K+].[K+].Br[CH2:8][CH2:9][O:10][CH:11]1[CH2:16][CH2:15][CH2:14][CH2:13][O:12]1.[Cl:17][C:18]1[CH:23]=[CH:22][C:21]([OH:24])=[CH:20][N:19]=1, predict the reaction product. (4) Given the reactants [NH2:1][C:2]1[N:11]=[C:10]([CH3:12])[C:9]2[C:8](=[N:13][OH:14])[CH2:7][CH:6]([C:15]3[CH:20]=[CH:19][CH:18]=[CH:17][C:16]=3[C:21]3[CH:26]=[CH:25][CH:24]=[CH:23][CH:22]=3)[CH2:5][C:4]=2[N:3]=1.Cl.Cl[CH2:29][CH2:30][N:31]1[CH2:35][CH2:34][CH2:33][CH2:32]1.[H-].[Na+].CN(C)CCCON=C1CC(C2C=C(F)C=CC=2C2C=CC=CC=2)CC2N=C(N)N=C(C)C1=2, predict the reaction product. The product is: [N:31]1([CH2:30][CH2:29][O:14][N:13]=[C:8]2[CH2:7][CH:6]([C:15]3[CH:20]=[CH:19][CH:18]=[CH:17][C:16]=3[C:21]3[CH:26]=[CH:25][CH:24]=[CH:23][CH:22]=3)[CH2:5][C:4]3[N:3]=[C:2]([NH2:1])[N:11]=[C:10]([CH3:12])[C:9]2=3)[CH2:35][CH2:34][CH2:33][CH2:32]1.